Dataset: Forward reaction prediction with 1.9M reactions from USPTO patents (1976-2016). Task: Predict the product of the given reaction. (1) Given the reactants [Cl:1][C:2]1[CH:8]=[CH:7][C:6]([C:9]([F:12])([F:11])[F:10])=[CH:5][C:3]=1[NH2:4].[CH3:13][C:14]1[CH:19]=[CH:18][C:17]([S:20](Cl)(=[O:22])=[O:21])=[CH:16][CH:15]=1, predict the reaction product. The product is: [Cl:1][C:2]1[CH:8]=[CH:7][C:6]([C:9]([F:10])([F:11])[F:12])=[CH:5][C:3]=1[NH:4][S:20]([C:17]1[CH:18]=[CH:19][C:14]([CH3:13])=[CH:15][CH:16]=1)(=[O:22])=[O:21]. (2) Given the reactants C[Si]([CH:5]=[N+:6]=[N-:7])(C)C.F[C:9](F)(F)[C:10]([OH:12])=[O:11].[F:15][C:16]1[CH:21]=[CH:20][C:19]([C@@H:22]([O:26][Si](C)(C)C)[C:23](Cl)=[O:24])=[CH:18][CH:17]=1.[CH3:31][CH2:32]O.Cl[CH2:35]Cl, predict the reaction product. The product is: [F:15][C:16]1[CH:21]=[CH:20][C:19]([C@@H:22]([OH:26])[C:23]([N:7]2[C@H:9]([C:10]([O:12][CH2:31][CH3:32])=[O:11])[CH2:35][CH:5]=[N:6]2)=[O:24])=[CH:18][CH:17]=1. (3) The product is: [ClH:1].[Cl:1][C:2]1[CH:3]=[C:4]2[C:9](=[CH:10][CH:11]=1)[CH:8]=[C:7]([S:12]([NH:15][C@@H:16]1[CH2:20][CH2:19][N:18]([C:21]3[CH:22]=[C:23]4[C:28](=[CH:29][CH:30]=3)[CH2:27][NH:26][CH2:25][CH2:24]4)[C:17]1=[O:38])(=[O:14])=[O:13])[CH:6]=[CH:5]2. Given the reactants [Cl:1][C:2]1[CH:3]=[C:4]2[C:9](=[CH:10][CH:11]=1)[CH:8]=[C:7]([S:12]([NH:15][C@@H:16]1[CH2:20][CH2:19][N:18]([C:21]3[CH:22]=[C:23]4[C:28](=[CH:29][CH:30]=3)[CH2:27][N:26](C(OC(C)(C)C)=O)[CH2:25][CH2:24]4)[C:17]1=[O:38])(=[O:14])=[O:13])[CH:6]=[CH:5]2, predict the reaction product. (4) Given the reactants [CH2:1]([N:8]1[C:12]([C:13]2[CH:14]=[C:15]([CH:27]=[CH:28][C:29]=2[C:30]2[N:34]([CH2:35][C:36]3[CH:41]=[CH:40][CH:39]=[CH:38][CH:37]=3)[N:33]=[N:32][N:31]=2)[O:16][C:17]2[CH:22]=[CH:21][CH:20]=[CH:19][C:18]=2[NH:23]C(=O)C)=[N:11][N:10]=[N:9]1)[C:2]1[CH:7]=[CH:6][CH:5]=[CH:4][CH:3]=1.Cl, predict the reaction product. The product is: [CH2:1]([N:8]1[C:12]([C:13]2[CH:14]=[C:15]([CH:27]=[CH:28][C:29]=2[C:30]2[N:34]([CH2:35][C:36]3[CH:41]=[CH:40][CH:39]=[CH:38][CH:37]=3)[N:33]=[N:32][N:31]=2)[O:16][C:17]2[CH:22]=[CH:21][CH:20]=[CH:19][C:18]=2[NH2:23])=[N:11][N:10]=[N:9]1)[C:2]1[CH:3]=[CH:4][CH:5]=[CH:6][CH:7]=1. (5) Given the reactants [CH3:1][N:2]([CH3:16])[C:3]1[CH:8]=[CH:7][C:6]([N:9]=[N:10][C:11]2[S:12][CH:13]=[CH:14][N:15]=2)=[CH:5][CH:4]=1.[CH2:17]1[S:22](=[O:24])(=[O:23])[O:21][CH2:20][CH2:19][CH2:18]1, predict the reaction product. The product is: [CH3:1][N:2]([CH3:16])[C:3]1[CH:4]=[CH:5][C:6]([N:9]=[N:10][C:11]2[S:12][CH:13]=[CH:14][N+:15]=2[CH2:20][CH2:19][CH2:18][CH2:17][S:22]([O-:24])(=[O:23])=[O:21])=[CH:7][CH:8]=1.